Dataset: Full USPTO retrosynthesis dataset with 1.9M reactions from patents (1976-2016). Task: Predict the reactants needed to synthesize the given product. (1) Given the product [CH3:1][O:2][C:3]([C:5]1[C:13]2[C:8](=[C:9]([F:14])[CH:10]=[CH:11][CH:12]=2)[N:7]([CH2:21][CH2:20][O:19][C:18]([F:31])([F:30])[F:17])[CH:6]=1)=[O:4], predict the reactants needed to synthesize it. The reactants are: [CH3:1][O:2][C:3]([C:5]1[C:13]2[C:8](=[C:9]([F:14])[CH:10]=[CH:11][CH:12]=2)[NH:7][CH:6]=1)=[O:4].[H-].[Na+].[F:17][C:18]([F:31])([F:30])[O:19][CH2:20][CH2:21]OS(C(F)(F)F)(=O)=O. (2) Given the product [C:1]([NH:4][C:5]1[N:6]=[C:7]([NH:53][CH3:52])[C:8]2[S:13][C:12](=[O:14])[N:11]([C@@H:15]3[O:27][C@H:26]([CH2:28][O:29][C:30](=[O:32])[CH3:31])[C@@H:21]([O:22][C:23](=[O:25])[CH3:24])[C@H:16]3[O:17][C:18](=[O:20])[CH3:19])[C:9]=2[N:10]=1)(=[O:3])[CH3:2], predict the reactants needed to synthesize it. The reactants are: [C:1]([NH:4][C:5]1[N:6]=[C:7](OS(C2C(C(C)C)=CC(C(C)C)=CC=2C(C)C)(=O)=O)[C:8]2[S:13][C:12](=[O:14])[N:11]([C@@H:15]3[O:27][C@H:26]([CH2:28][O:29][C:30](=[O:32])[CH3:31])[C@@H:21]([O:22][C:23](=[O:25])[CH3:24])[C@H:16]3[O:17][C:18](=[O:20])[CH3:19])[C:9]=2[N:10]=1)(=[O:3])[CH3:2].[CH3:52][NH2:53]. (3) The reactants are: [N+:1]([C:4]1[NH:5][CH:6]=[CH:7][N:8]=1)([O-:3])=[O:2].[C:9](=O)([O-])[O-].[Cs+].[Cs+].CI. Given the product [CH3:9][N:5]1[CH:6]=[CH:7][N:8]=[C:4]1[N+:1]([O-:3])=[O:2], predict the reactants needed to synthesize it. (4) The reactants are: Br[C:2]1[CH:3]=[CH:4][C:5]2[N:9]=[C:8]([C:10]3[CH:11]=[N:12][CH:13]=[C:14]([C:16]([F:19])([F:18])[F:17])[CH:15]=3)[N:7]([CH:20]3[CH2:22][CH2:21]3)[C:6]=2[CH:23]=1.CC1(C)C(C)(C)OB([C:32]2[CH:36]=[CH:35][NH:34][N:33]=2)O1.C([O-])([O-])=O.[Na+].[Na+]. Given the product [CH:20]1([N:7]2[C:6]3[CH:23]=[C:2]([C:32]4[CH:36]=[CH:35][NH:34][N:33]=4)[CH:3]=[CH:4][C:5]=3[N:9]=[C:8]2[C:10]2[CH:11]=[N:12][CH:13]=[C:14]([C:16]([F:19])([F:18])[F:17])[CH:15]=2)[CH2:22][CH2:21]1, predict the reactants needed to synthesize it. (5) Given the product [CH2:39]([O:38][C:36](=[O:37])[CH2:35][CH2:34][CH2:33][CH2:32][O:31][C:30]1[CH:29]=[CH:28][C:27]([N:26]2[CH:43]=[N:1][C:2]3[C:3]2=[N:4][C:5]([NH:8][C:9]2[CH:14]=[CH:13][C:12]([CH2:15][CH2:16][CH2:17][NH:18][C:19]([O:21][C:22]([CH3:24])([CH3:25])[CH3:23])=[O:20])=[CH:11][CH:10]=2)=[N:6][CH:7]=3)=[CH:42][CH:41]=1)[CH3:40], predict the reactants needed to synthesize it. The reactants are: [NH2:1][C:2]1[C:3]([NH:26][C:27]2[CH:42]=[CH:41][C:30]([O:31][CH2:32][CH2:33][CH2:34][CH2:35][C:36]([O:38][CH2:39][CH3:40])=[O:37])=[CH:29][CH:28]=2)=[N:4][C:5]([NH:8][C:9]2[CH:14]=[CH:13][C:12]([CH2:15][CH2:16][CH2:17][NH:18][C:19]([O:21][C:22]([CH3:25])([CH3:24])[CH3:23])=[O:20])=[CH:11][CH:10]=2)=[N:6][CH:7]=1.[CH:43](OC)(OC)OC.